This data is from NCI-60 drug combinations with 297,098 pairs across 59 cell lines. The task is: Regression. Given two drug SMILES strings and cell line genomic features, predict the synergy score measuring deviation from expected non-interaction effect. (1) Drug 1: COC1=C(C=C2C(=C1)N=CN=C2NC3=CC(=C(C=C3)F)Cl)OCCCN4CCOCC4. Drug 2: CC(CN1CC(=O)NC(=O)C1)N2CC(=O)NC(=O)C2. Cell line: NCIH23. Synergy scores: CSS=19.6, Synergy_ZIP=-9.24, Synergy_Bliss=-2.91, Synergy_Loewe=-9.85, Synergy_HSA=0.0882. (2) Drug 1: CC1=C(C=C(C=C1)NC2=NC=CC(=N2)N(C)C3=CC4=NN(C(=C4C=C3)C)C)S(=O)(=O)N.Cl. Drug 2: CC(C)CN1C=NC2=C1C3=CC=CC=C3N=C2N. Cell line: HL-60(TB). Synergy scores: CSS=-22.9, Synergy_ZIP=12.5, Synergy_Bliss=-0.506, Synergy_Loewe=-20.9, Synergy_HSA=-23.5. (3) Drug 1: C1C(C(OC1N2C=C(C(=O)NC2=O)F)CO)O. Drug 2: CN(C(=O)NC(C=O)C(C(C(CO)O)O)O)N=O. Cell line: HCT116. Synergy scores: CSS=14.4, Synergy_ZIP=-11.2, Synergy_Bliss=-3.80, Synergy_Loewe=-16.1, Synergy_HSA=-3.00.